Dataset: Forward reaction prediction with 1.9M reactions from USPTO patents (1976-2016). Task: Predict the product of the given reaction. Given the reactants Br[C:2]1[N:6]2[C:7]3[C:12]([N:13]=[C:14]([CH3:15])[C:5]2=[C:4]([CH3:17])[N:3]=1)=[CH:11][CH:10]=[C:9]([F:16])[CH:8]=3.[CH3:18][O:19][C:20]1[CH:21]=[C:22](B(O)O)[CH:23]=[CH:24][CH:25]=1.C([O-])([O-])=O.[K+].[K+], predict the reaction product. The product is: [F:16][C:9]1[CH:8]=[C:7]2[C:12]([N:13]=[C:14]([CH3:15])[C:5]3[N:6]2[C:2]([C:24]2[CH:23]=[CH:22][CH:21]=[C:20]([O:19][CH3:18])[CH:25]=2)=[N:3][C:4]=3[CH3:17])=[CH:11][CH:10]=1.